This data is from Full USPTO retrosynthesis dataset with 1.9M reactions from patents (1976-2016). The task is: Predict the reactants needed to synthesize the given product. (1) Given the product [ClH:31].[CH3:25][N:24]1[C:23]2[CH:26]=[CH:27][CH:28]=[CH:29][C:22]=2[N:21]=[C:20]1[C:16]1[CH:15]=[C:14]([N:11]2[CH2:12][CH2:13][CH:8]([NH2:7])[CH2:9][CH2:10]2)[CH:19]=[CH:18][CH:17]=1, predict the reactants needed to synthesize it. The reactants are: C(OC(=O)[NH:7][CH:8]1[CH2:13][CH2:12][N:11]([C:14]2[CH:19]=[CH:18][CH:17]=[C:16]([C:20]3[N:24]([CH3:25])[C:23]4[CH:26]=[CH:27][CH:28]=[CH:29][C:22]=4[N:21]=3)[CH:15]=2)[CH2:10][CH2:9]1)(C)(C)C.[Cl:31]CCl. (2) Given the product [OH:19][NH:18][C:6]([C:5]1[CH:8]=[CH:9][CH:10]=[C:3]([CH2:2][OH:1])[C:4]=1[CH3:11])=[NH:7], predict the reactants needed to synthesize it. The reactants are: [OH:1][CH2:2][C:3]1[C:4]([CH3:11])=[C:5]([CH:8]=[CH:9][CH:10]=1)[C:6]#[N:7].C(=O)(O)[O-].[Na+].Cl.[NH2:18][OH:19].